From a dataset of Full USPTO retrosynthesis dataset with 1.9M reactions from patents (1976-2016). Predict the reactants needed to synthesize the given product. (1) Given the product [Cl:26][C:11]1[C:12]([C:16]([NH:18][CH2:19][CH:20]2[CH2:21][CH2:22][CH2:23][CH2:24][CH2:25]2)=[O:17])=[C:13]2[C:8](=[CH:9][CH:10]=1)[N:7]=[C:6]([N:4]1[CH2:5][CH:2]([NH:1][CH2:29][CH2:28][C:27]([OH:31])=[O:30])[CH2:3]1)[CH:15]=[CH:14]2, predict the reactants needed to synthesize it. The reactants are: [NH2:1][CH:2]1[CH2:5][N:4]([C:6]2[CH:15]=[CH:14][C:13]3[C:12]([C:16]([NH:18][CH2:19][CH:20]4[CH2:25][CH2:24][CH2:23][CH2:22][CH2:21]4)=[O:17])=[C:11]([Cl:26])[CH:10]=[CH:9][C:8]=3[N:7]=2)[CH2:3]1.[C:27]([O:31]CC)(=[O:30])[CH:28]=[CH2:29].[OH-].[Na+].Cl. (2) Given the product [CH:1]1([NH:7][C:8]([C:10]2[CH:15]=[CH:14][C:13]([CH2:16][N:17]3[CH2:18][CH2:19][C:20](=[O:21])[CH2:25][CH2:26]3)=[CH:12][N:11]=2)=[O:9])[CH2:2][CH2:3][CH2:4][CH2:5][CH2:6]1, predict the reactants needed to synthesize it. The reactants are: [CH:1]1([NH:7][C:8]([C:10]2[CH:15]=[CH:14][C:13]([CH2:16][N:17]3[CH2:26][CH2:25][C:20]4(OCC[O:21]4)[CH2:19][CH2:18]3)=[CH:12][N:11]=2)=[O:9])[CH2:6][CH2:5][CH2:4][CH2:3][CH2:2]1.CC(C)=O. (3) The reactants are: [NH2:1][C:2]1[C:3]([O:18][CH3:19])=[C:4]([C:15]([NH2:17])=O)[CH:5]=[C:6]([C:9]2[CH:14]=[CH:13][CH:12]=[CH:11][CH:10]=2)[C:7]=1[F:8].C(N(CC)CC)C.[F:27][C:28]([F:39])([F:38])[C:29](O[C:29](=[O:30])[C:28]([F:39])([F:38])[F:27])=[O:30].O. Given the product [C:15]([C:4]1[C:3]([O:18][CH3:19])=[C:2]([NH:1][C:29](=[O:30])[C:28]([F:39])([F:38])[F:27])[C:7]([F:8])=[C:6]([C:9]2[CH:14]=[CH:13][CH:12]=[CH:11][CH:10]=2)[CH:5]=1)#[N:17], predict the reactants needed to synthesize it. (4) Given the product [F:1][C:2]1[C:7]([F:8])=[CH:6][CH:5]=[CH:4][C:3]=1[N:9]1[C:10]([C:13]2[C:21]3[C:16](=[N:17][CH:18]=[CH:19][CH:20]=3)[NH:15][CH:14]=2)=[N:11][N:12]=[N:22]1, predict the reactants needed to synthesize it. The reactants are: [F:1][C:2]1[C:7]([F:8])=[CH:6][CH:5]=[CH:4][C:3]=1[NH:9][C:10]([C:13]1[C:21]2[C:16](=[N:17][CH:18]=[CH:19][CH:20]=2)[NH:15][CH:14]=1)=[N:11][NH2:12].[N:22]([O-])=O.[Na+].[OH-].[Na+]. (5) Given the product [NH2:1][C:2](=[O:34])[C:3](=[O:33])[CH:4]([NH:12][C:13](=[O:32])[C:14]1[CH:19]=[CH:18][CH:17]=[N:16][C:15]=1[N:20]1[CH:24]=[CH:23][C:22]([CH2:25][N:26]2[CH2:27][CH2:28][O:29][CH2:30][CH2:31]2)=[N:21]1)[CH2:5][C:6]1[CH:11]=[CH:10][CH:9]=[CH:8][CH:7]=1, predict the reactants needed to synthesize it. The reactants are: [NH2:1][C:2](=[O:34])[CH:3]([OH:33])[CH:4]([NH:12][C:13](=[O:32])[C:14]1[CH:19]=[CH:18][CH:17]=[N:16][C:15]=1[N:20]1[CH:24]=[CH:23][C:22]([CH2:25][N:26]2[CH2:31][CH2:30][O:29][CH2:28][CH2:27]2)=[N:21]1)[CH2:5][C:6]1[CH:11]=[CH:10][CH:9]=[CH:8][CH:7]=1.CS(C)=O.ClC(Cl)C(O)=O.C([O-])(O)=O.[Na+]. (6) Given the product [CH3:7][C:4]1[S:5][CH:6]=[C:2]([C:12]2[CH:13]=[CH:14][C:9]([OH:8])=[CH:10][CH:11]=2)[N:3]=1, predict the reactants needed to synthesize it. The reactants are: Br[C:2]1[N:3]=[C:4]([CH3:7])[S:5][CH:6]=1.[OH:8][C:9]1[CH:14]=[CH:13][C:12](B(O)O)=[CH:11][CH:10]=1. (7) Given the product [Cl:1][C:2]1[N:3]=[C:4]([C:17]([O:19][CH2:20][CH3:21])=[CH2:18])[C:5]2[S:10][CH:9]=[CH:8][C:6]=2[N:7]=1, predict the reactants needed to synthesize it. The reactants are: [Cl:1][C:2]1[N:3]=[C:4](Cl)[C:5]2[S:10][CH:9]=[CH:8][C:6]=2[N:7]=1.C([Sn](CCCC)(CCCC)[C:17]([O:19][CH2:20][CH3:21])=[CH2:18])CCC.